Task: Predict the reactants needed to synthesize the given product.. Dataset: Full USPTO retrosynthesis dataset with 1.9M reactions from patents (1976-2016) Given the product [ClH:34].[F:1][C:2]1[CH:3]=[CH:4][C:5]([N:8]2[CH2:13][CH2:12][N:11]([C@@H:14]3[CH2:18][CH2:17][C:16]([C:19]4[NH:28][C:27](=[O:29])[C:26]5[CH2:25][C:24]6([CH2:30][CH2:31]6)[CH2:23][CH2:22][C:21]=5[N:20]=4)=[CH:15]3)[CH2:10][CH2:9]2)=[CH:6][CH:7]=1, predict the reactants needed to synthesize it. The reactants are: [F:1][C:2]1[CH:7]=[CH:6][C:5]([N:8]2[CH2:13][CH2:12][N:11]([CH:14]3[CH2:18][CH2:17][C:16]([C:19]4[NH:28][C:27](=[O:29])[C:26]5[CH2:25][C:24]6([CH2:31][CH2:30]6)[CH2:23][CH2:22][C:21]=5[N:20]=4)=[CH:15]3)[CH2:10][CH2:9]2)=[CH:4][CH:3]=1.CO.[ClH:34].